From a dataset of TCR-epitope binding with 47,182 pairs between 192 epitopes and 23,139 TCRs. Binary Classification. Given a T-cell receptor sequence (or CDR3 region) and an epitope sequence, predict whether binding occurs between them. (1) The epitope is ILKEPVHGV. The TCR CDR3 sequence is CASSLELAGGPYNEQFF. Result: 0 (the TCR does not bind to the epitope). (2) The epitope is RIFTIGTVTLK. The TCR CDR3 sequence is CSATPARASNTEAFF. Result: 0 (the TCR does not bind to the epitope). (3) The epitope is LLLGIGILV. The TCR CDR3 sequence is CASRHEGLGGYGYTF. Result: 1 (the TCR binds to the epitope). (4) The epitope is RLRPGGKKR. The TCR CDR3 sequence is CASSQDRIKLAGVPDWANVLTF. Result: 0 (the TCR does not bind to the epitope). (5) The epitope is AIMTRCLAV. The TCR CDR3 sequence is CASSALGSGANVLTF. Result: 0 (the TCR does not bind to the epitope).